Dataset: Experimentally validated miRNA-target interactions with 360,000+ pairs, plus equal number of negative samples. Task: Binary Classification. Given a miRNA mature sequence and a target amino acid sequence, predict their likelihood of interaction. (1) The miRNA is hsa-miR-548d-3p with sequence CAAAAACCACAGUUUCUUUUGC. The protein sequence of the target gene is MARLCRRVPCALLLGLAAVLLKARLVPAAARAELSRSDLSLIQQQQQQQQQQQLQEQKQREEAEEGRPEVPGASSTLVAPVSVFMLKVQVNDIVSRQYLSQAVVEVFVNYSKTNSTVTRSNGAVLIKVPYQLGLSLTIVAYKDGYVLTSLPWKTGRMPIYSSVTLSLFPQSQANIWLFEDTVLITGKLADAKSQPSVQFSKAFIKLPDNHHISNVTGYLTVLHQFLKVDSFLPATGVTYKSGLENVELTPHAAICVKIYSGGKELKVDGSIHVSLPLLHTSNIKIGDRIPAWTFDMNAGV.... Result: 0 (no interaction). (2) The miRNA is hsa-miR-7156-3p with sequence CUGCAGCCACUUGGGGAACUGGU. The protein sequence of the target gene is MDRSAEFRKWKAQCLSKADLSRKGSVDEDVVELVQFLNMRDQFFTTSSCAGRILLLDRGINGFEVQKQNCCWLLVTHKLCVKDDVIVALKKANGDATLKFEPFVLHVQCRQLQDAQILHSMAIDSGFRNSGITVGKRGKTMLAVRSTHGLEVPLSHKGKLMVTEEYIDFLLNVANQKMEENKKRIERFYNCLQHALERETMTNLHPKIKEKNNSSYIHKKKRNPEKTRAQCITKESDEELENDDDDDLGINVTIFPEDY. Result: 0 (no interaction). (3) The miRNA is hsa-miR-600 with sequence ACUUACAGACAAGAGCCUUGCUC. Result: 0 (no interaction). The protein sequence of the target gene is MKALLALPLLLLLSTPPCAPQVSGIRGDALERFCLQQPLDCDDIYAQGYQSDGVYLIYPSGPSVPVPVFCDMTTEGGKWTVFQKRFNGSVSFFRGWNDYKLGFGRADGEYWLGLQNMHLLTLKQKYELRVDLEDFENNTAYAKYADFSISPNAVSAEEDGYTLFVAGFEDGGAGDSLSYHSGQKFSTFDRDQDLFVQNCAALSSGAFWFRSCHFANLNGFYLGGSHLSYANGINWAQWKGFYYSLKRTEMKIRRA.